From a dataset of Experimentally validated miRNA-target interactions with 360,000+ pairs, plus equal number of negative samples. Binary Classification. Given a miRNA mature sequence and a target amino acid sequence, predict their likelihood of interaction. (1) The miRNA is hsa-miR-101-5p with sequence CAGUUAUCACAGUGCUGAUGCU. The protein sequence of the target gene is MAMFRSLVASAQQRQPPAGPAGGDSGLEAQFSCPICLEVYHRPVAIGSCGHTFCGECLQPCLQVPSPLCPLCRLPFDPKKVDKATHVEKQLSSYKAPCRGCNKKVTLAKMRAHISSCLKVQEQMANCPKFVPVVPTSQPIPSNIPNRSTFACPYCGARNLDQQELVKHCVESHRSDPNRVVCPICSAMPWGDPSYKSANFLQHLLHRHKFSYDTFVDYSIDEEAAFQAALALSLSEN. Result: 0 (no interaction). (2) The miRNA is hsa-miR-4280 with sequence GAGUGUAGUUCUGAGCAGAGC. The protein sequence of the target gene is MSKPSDHIKRPMNAFMVWSRGQRRKMAQENPKMHNSEISKRLGAEWKLLSEAEKRPYIDEAKRLRAQHMKEHPDYKYRPRRKPKNLLKKDRYVFPLPYLGDTDPLKAAGLPVGASDGLLSAPEKARAFLPPASAPYSLLDPAQFSSSAIQKMGEVPHTLATSALPYASTLGYQNGAFGSLSCPSQHTHTHPSPTNPGYVVPCNCTAWSASTLQPPVAYILFPGMTKTGIDPYSSAHATAM. Result: 0 (no interaction).